From a dataset of Catalyst prediction with 721,799 reactions and 888 catalyst types from USPTO. Predict which catalyst facilitates the given reaction. (1) Reactant: [Cl:1][C:2]1[CH:19]=[C:18]([Cl:20])[CH:17]=[CH:16][C:3]=1[CH2:4][NH:5][C:6]([C:8]1[C:9]([O:13][CH2:14][CH3:15])=[N:10][NH:11][CH:12]=1)=[O:7].C(=O)([O-])[O-].[K+].[K+].Br[CH2:28][C:29]([O:31][CH2:32][CH3:33])=[O:30].O. Product: [Cl:1][C:2]1[CH:19]=[C:18]([Cl:20])[CH:17]=[CH:16][C:3]=1[CH2:4][NH:5][C:6]([C:8]1[C:9]([O:13][CH2:14][CH3:15])=[N:10][N:11]([CH2:28][C:29]([O:31][CH2:32][CH3:33])=[O:30])[CH:12]=1)=[O:7]. The catalyst class is: 9. (2) Reactant: COC1C=CC(C[N:8]2[CH:12]=[C:11]([C:13]3[N:14]=[C:15]([NH:20][C:21]4[N:25]=[C:24]([CH3:26])[S:23][N:22]=4)[S:16][C:17]=3[C:18]#[N:19])[CH:10]=[N:9]2)=CC=1. Product: [CH3:26][C:24]1[S:23][N:22]=[C:21]([NH:20][C:15]2[S:16][C:17]([C:18]#[N:19])=[C:13]([C:11]3[CH:12]=[N:8][NH:9][CH:10]=3)[N:14]=2)[N:25]=1. The catalyst class is: 67. (3) Reactant: [NH2:1][C:2]1[CH:15]=[CH:14][C:5]2[CH2:6][CH2:7][CH2:8][C:9](=[O:13])[N:10]([CH2:11][CH3:12])[C:4]=2[CH:3]=1.Cl[C:17]1[N:22]=[C:21]([NH:23][C:24]2[C:33]([CH3:34])=[CH:32][CH:31]=[CH:30][C:25]=2[C:26]([NH:28][CH3:29])=[O:27])[C:20]([Cl:35])=[CH:19][N:18]=1. Product: [Cl:35][C:20]1[C:21]([NH:23][C:24]2[C:33]([CH3:34])=[CH:32][CH:31]=[CH:30][C:25]=2[C:26]([NH:28][CH3:29])=[O:27])=[N:22][C:17]([NH:1][C:2]2[CH:15]=[CH:14][C:5]3[CH2:6][CH2:7][CH2:8][C:9](=[O:13])[N:10]([CH2:11][CH3:12])[C:4]=3[CH:3]=2)=[N:18][CH:19]=1. The catalyst class is: 32. (4) Reactant: C[Al](C)C.[C:5]([C:9]1[CH:13]=[C:12]([NH2:14])[N:11]([C:15]2[CH:20]=[CH:19][CH:18]=[CH:17][CH:16]=2)[N:10]=1)([CH3:8])([CH3:7])[CH3:6].[O:21]=[C:22]1[NH:27][C:26]2[N:28]=[CH:29][CH:30]=[C:31]([O:32][C:33]3[CH:34]=[C:35]([CH:40]=[CH:41][CH:42]=3)[C:36](OC)=[O:37])[C:25]=2[N:24]=[CH:23]1. Product: [C:5]([C:9]1[CH:13]=[C:12]([NH:14][C:36](=[O:37])[C:35]2[CH:40]=[CH:41][CH:42]=[C:33]([O:32][C:31]3[C:25]4[N:24]=[CH:23][C:22](=[O:21])[NH:27][C:26]=4[N:28]=[CH:29][CH:30]=3)[CH:34]=2)[N:11]([C:15]2[CH:20]=[CH:19][CH:18]=[CH:17][CH:16]=2)[N:10]=1)([CH3:8])([CH3:6])[CH3:7]. The catalyst class is: 1.